The task is: Predict the reactants needed to synthesize the given product.. This data is from Full USPTO retrosynthesis dataset with 1.9M reactions from patents (1976-2016). (1) Given the product [C:1]([O:5][C@@H:6]([C:12]1[C:13]([CH3:30])=[N:14][C:15]2[N:16]([N:19]=[C:20]([C:23]3[CH:28]=[CH:27][CH:26]=[C:25]([Cl:29])[CH:24]=3)[C:21]=2[CH3:22])[C:17]=1[C:34]1[C:35]([CH3:42])=[C:36]2[C:41](=[C:32]([F:31])[CH:33]=1)[O:40][CH2:39][CH2:38][CH2:37]2)[C:7]([O:9][CH2:10][CH3:11])=[O:8])([CH3:2])([CH3:3])[CH3:4], predict the reactants needed to synthesize it. The reactants are: [C:1]([O:5][C@@H:6]([C:12]1[C:13]([CH3:30])=[N:14][C:15]2[N:16]([N:19]=[C:20]([C:23]3[CH:28]=[CH:27][CH:26]=[C:25]([Cl:29])[CH:24]=3)[C:21]=2[CH3:22])[C:17]=1Cl)[C:7]([O:9][CH2:10][CH3:11])=[O:8])([CH3:4])([CH3:3])[CH3:2].[F:31][C:32]1[CH:33]=[C:34](B2OC(C)(C)C(C)(C)O2)[C:35]([CH3:42])=[C:36]2[C:41]=1[O:40][CH2:39][CH2:38][CH2:37]2.C([O-])([O-])=O.[K+].[K+]. (2) Given the product [F:1][C:2]1[C:10]([O:11][C:12]2[C:21]3[C:16](=[CH:17][C:18]([O:24][CH2:30][C@H:31]4[CH2:32][O:33]4)=[C:19]([O:22][CH3:23])[CH:20]=3)[N:15]=[CH:14][N:13]=2)=[CH:9][CH:8]=[C:7]2[C:3]=1[CH:4]=[C:5]([CH3:25])[NH:6]2, predict the reactants needed to synthesize it. The reactants are: [F:1][C:2]1[C:10]([O:11][C:12]2[C:21]3[C:16](=[CH:17][C:18]([OH:24])=[C:19]([O:22][CH3:23])[CH:20]=3)[N:15]=[CH:14][N:13]=2)=[CH:9][CH:8]=[C:7]2[C:3]=1[CH:4]=[C:5]([CH3:25])[NH:6]2.S(C1C=CC(C)=CC=1)(O[CH2:30][CH:31]1[O:33][CH2:32]1)(=O)=O.C(=O)([O-])[O-].[K+].[K+]. (3) Given the product [OH:35][CH:34]([CH:31]1[CH2:32][CH2:33][CH:28]([O:27][CH3:26])[CH2:29][CH2:30]1)[CH:6]1[C:5](=[O:8])[C:4]([C:9]2[C:14]([CH3:15])=[CH:13][C:12]([CH3:16])=[CH:11][C:10]=2[CH3:17])=[C:3]([O:2][CH3:1])[CH2:7]1, predict the reactants needed to synthesize it. The reactants are: [CH3:1][O:2][C:3]1[CH2:7][CH2:6][C:5](=[O:8])[C:4]=1[C:9]1[C:14]([CH3:15])=[CH:13][C:12]([CH3:16])=[CH:11][C:10]=1[CH3:17].C([N-]C(C)C)(C)C.[Li+].[CH3:26][O:27][CH:28]1[CH2:33][CH2:32][CH:31]([CH:34]=[O:35])[CH2:30][CH2:29]1.Cl. (4) Given the product [C:1]([C@@H:3]([NH:12][C:13]([C@@H:15]1[CH2:20][CH2:19][CH2:18][CH2:17][N:16]1[C:21]([O:23][C:24]([CH3:26])([CH3:25])[CH3:27])=[O:22])=[O:14])[CH2:4][C:38]1[CH:43]=[CH:42][CH:41]=[C:40]([I:44])[CH:39]=1)#[N:2], predict the reactants needed to synthesize it. The reactants are: [C:1]([C@@H:3]([NH:12][C:13]([C@@H:15]1[CH2:20][CH2:19][CH2:18][CH2:17][N:16]1[C:21]([O:23][C:24]([CH3:27])([CH3:26])[CH3:25])=[O:22])=[O:14])[CH2:4]C1C=CC(I)=CC=1)#[N:2].C(OC(N[C@H](C(O)=O)C[C:38]1[CH:43]=[CH:42][CH:41]=[C:40]([I:44])[CH:39]=1)=O)(C)(C)C.